From a dataset of Forward reaction prediction with 1.9M reactions from USPTO patents (1976-2016). Predict the product of the given reaction. Given the reactants [C:1]([C:5]1[CH:6]=[C:7]([OH:11])[CH:8]=[CH:9][CH:10]=1)([F:4])([F:3])[F:2].[CH2:12]([CH:14]1[O:16][CH2:15]1)[Cl:13].C([O-])([O-])=O.[K+].[K+], predict the reaction product. The product is: [Cl:13][CH2:12][CH:14]([OH:16])[CH2:15][O:11][C:7]1[CH:8]=[CH:9][CH:10]=[C:5]([C:1]([F:3])([F:2])[F:4])[CH:6]=1.